Dataset: Forward reaction prediction with 1.9M reactions from USPTO patents (1976-2016). Task: Predict the product of the given reaction. (1) Given the reactants [CH2:1]([NH:8][NH2:9])[C:2]1[CH:7]=[CH:6][CH:5]=[CH:4][CH:3]=1.[CH3:10][C:11]([CH3:18])([CH3:17])[C:12](=O)[CH2:13][C:14]#[N:15], predict the reaction product. The product is: [CH2:1]([N:8]1[C:14]([NH2:15])=[CH:13][C:12]([C:11]([CH3:18])([CH3:17])[CH3:10])=[N:9]1)[C:2]1[CH:7]=[CH:6][CH:5]=[CH:4][CH:3]=1. (2) Given the reactants O.NN.[OH-].[K+].O=[C:7]([C:16]1[CH:20]=[CH:19][S:18][CH:17]=1)[CH2:8][CH:9](C(O)=O)[C:10]([OH:12])=[O:11].Cl.[Na+].[Cl-], predict the reaction product. The product is: [S:18]1[CH:19]=[CH:20][C:16]([CH2:7][CH2:8][CH2:9][C:10]([OH:12])=[O:11])=[CH:17]1. (3) Given the reactants Cl[C:2]1[N:7]=[C:6](Cl)[CH:5]=[CH:4][N:3]=1.[CH2:9]([NH:16][CH2:17][CH2:18][N:19]([CH3:21])[CH3:20])[C:10]1[CH:15]=[CH:14][CH:13]=[CH:12][CH:11]=1, predict the reaction product. The product is: [CH2:9]([N:16]([CH2:17][CH2:18][N:19]([CH3:21])[CH3:20])[C:2]1[N:7]=[C:6]([N:16]([CH2:9][C:10]2[CH:15]=[CH:14][CH:13]=[CH:12][CH:11]=2)[CH2:17][CH2:18][N:19]([CH3:21])[CH3:20])[CH:5]=[CH:4][N:3]=1)[C:10]1[CH:15]=[CH:14][CH:13]=[CH:12][CH:11]=1. (4) Given the reactants Cl.C(O[C:5](=[NH:18])[C:6]1[CH:11]=[CH:10][C:9]([O:12][CH3:13])=[CH:8][C:7]=1[O:14][CH:15]([CH3:17])[CH3:16])C.[Cl:19][C:20]1[CH:25]=[CH:24][C:23]([C@H:26]([NH2:36])[C@@H:27]([C:29]2[CH:34]=[CH:33][C:32]([Cl:35])=[CH:31][CH:30]=2)N)=[CH:22][CH:21]=1, predict the reaction product. The product is: [Cl:19][C:20]1[CH:25]=[CH:24][C:23]([C@H:26]2[C@H:27]([C:29]3[CH:30]=[CH:31][C:32]([Cl:35])=[CH:33][CH:34]=3)[NH:18][C:5]([C:6]3[CH:11]=[CH:10][C:9]([O:12][CH3:13])=[CH:8][C:7]=3[O:14][CH:15]([CH3:16])[CH3:17])=[N:36]2)=[CH:22][CH:21]=1. (5) The product is: [F:12][C:6]1[CH:7]=[C:8]([C:19]([OH:20])([CH3:21])[CH3:18])[CH:9]=[CH:10][C:5]=1[CH:4]=[CH:3][O:2][CH3:1]. Given the reactants [CH3:1][O:2][CH:3]=[CH:4][C:5]1[CH:10]=[CH:9][C:8](Br)=[CH:7][C:6]=1[F:12].C([Li])CCC.[CH3:18][C:19]([CH3:21])=[O:20].O, predict the reaction product. (6) Given the reactants [NH2:1][CH2:2][C@H:3]([F:6])[CH2:4][OH:5].C(=O)([O-])[O-].[K+].[K+].[C:13](O[C:13]([O:15][C:16]([CH3:19])([CH3:18])[CH3:17])=[O:14])([O:15][C:16]([CH3:19])([CH3:18])[CH3:17])=[O:14], predict the reaction product. The product is: [F:6][C@H:3]([CH2:4][OH:5])[CH2:2][NH:1][C:13](=[O:14])[O:15][C:16]([CH3:19])([CH3:18])[CH3:17]. (7) Given the reactants [CH3:1][N:2]1[C:10]2[C:5](=[C:6]([NH2:11])[CH:7]=[CH:8][CH:9]=2)[CH:4]=[N:3]1.[N:12]([C:15]1[CH:16]=[C:17]([S:26]([NH2:29])(=[O:28])=[O:27])[CH:18]=[CH:19][C:20]=1[O:21][C:22]([F:25])([F:24])[F:23])=[C:13]=[S:14].CS(C1C=CC(OC)=C(NC(NC2C=CC=C3C=2C=NN3C)=S)C=1)(=O)=O, predict the reaction product. The product is: [CH3:1][N:2]1[C:10]2[C:5](=[C:6]([NH:11][C:13](=[S:14])[NH:12][C:15]3[CH:16]=[C:17]([S:26]([NH2:29])(=[O:28])=[O:27])[CH:18]=[CH:19][C:20]=3[O:21][C:22]([F:25])([F:24])[F:23])[CH:7]=[CH:8][CH:9]=2)[CH:4]=[N:3]1. (8) Given the reactants [CH3:1][C:2]1[CH:7]=[CH:6][N:5]2[N:8]=[C:9]([CH:11]=O)[N:10]=[C:4]2[N:3]=1.[CH:13]1([C:18]2([CH2:26][CH2:27][C:28]3[CH:33]=[CH:32][C:31]([OH:34])=[C:30]([CH2:35][CH3:36])[CH:29]=3)[O:23][C:22](=[O:24])[CH2:21][C:20](=[O:25])[CH2:19]2)[CH2:17][CH2:16][CH2:15][CH2:14]1, predict the reaction product. The product is: [CH:13]1([C:18]2([CH2:26][CH2:27][C:28]3[CH:33]=[CH:32][C:31]([OH:34])=[C:30]([CH2:35][CH3:36])[CH:29]=3)[O:23][C:22](=[O:24])[C:21]([CH2:11][C:9]3[N:10]=[C:4]4[N:3]=[C:2]([CH3:1])[CH:7]=[CH:6][N:5]4[N:8]=3)=[C:20]([OH:25])[CH2:19]2)[CH2:17][CH2:16][CH2:15][CH2:14]1. (9) Given the reactants [O:1]1[CH:5]=[CH:4][CH:3]=[C:2]1[C:6]1[O:7][C:8]([CH3:38])=[C:9]([CH2:11][O:12][C:13]2[CH:35]=[CH:34][C:16]([CH2:17][O:18][C:19]3[C:23]([CH2:24][C:25](O)=[O:26])=[CH:22][N:21]([C:28]4[CH:33]=[CH:32][CH:31]=[CH:30][CH:29]=4)[N:20]=3)=[CH:15][C:14]=2[O:36][CH3:37])[N:10]=1.O1CCCC1.B.O1CCCC1.Cl, predict the reaction product. The product is: [O:1]1[CH:5]=[CH:4][CH:3]=[C:2]1[C:6]1[O:7][C:8]([CH3:38])=[C:9]([CH2:11][O:12][C:13]2[CH:35]=[CH:34][C:16]([CH2:17][O:18][C:19]3[C:23]([CH2:24][CH2:25][OH:26])=[CH:22][N:21]([C:28]4[CH:29]=[CH:30][CH:31]=[CH:32][CH:33]=4)[N:20]=3)=[CH:15][C:14]=2[O:36][CH3:37])[N:10]=1. (10) Given the reactants [CH3:1][C:2]([C:6]1[CH:7]=[C:8]([CH2:17][N:18]2[N:22]=[CH:21][N:20]=[CH:19]2)[CH:9]=[C:10]([C:12]([C:15]#[N:16])([CH3:14])[CH3:13])[CH:11]=1)([C:4]#[N:5])[CH3:3].[C:23]([OH:28])(=[O:27])[C:24]([OH:26])=[O:25], predict the reaction product. The product is: [CH3:3][C:2]([C:6]1[CH:7]=[C:8]([CH2:17][N:18]2[N:22]=[CH:21][N:20]=[CH:19]2)[CH:9]=[C:10]([C:12]([C:15]#[N:16])([CH3:13])[CH3:14])[CH:11]=1)([C:4]#[N:5])[CH3:1].[C:23]([O-:28])(=[O:27])[C:24]([O-:26])=[O:25].